Task: Regression. Given two drug SMILES strings and cell line genomic features, predict the synergy score measuring deviation from expected non-interaction effect.. Dataset: NCI-60 drug combinations with 297,098 pairs across 59 cell lines (1) Drug 1: C1=C(C(=O)NC(=O)N1)F. Drug 2: CC1=C(C=C(C=C1)NC(=O)C2=CC=C(C=C2)CN3CCN(CC3)C)NC4=NC=CC(=N4)C5=CN=CC=C5. Cell line: SF-268. Synergy scores: CSS=32.0, Synergy_ZIP=9.90, Synergy_Bliss=11.5, Synergy_Loewe=8.46, Synergy_HSA=10.1. (2) Drug 2: CC1=C2C(C(=O)C3(C(CC4C(C3C(C(C2(C)C)(CC1OC(=O)C(C(C5=CC=CC=C5)NC(=O)C6=CC=CC=C6)O)O)OC(=O)C7=CC=CC=C7)(CO4)OC(=O)C)O)C)OC(=O)C. Synergy scores: CSS=57.8, Synergy_ZIP=-2.32, Synergy_Bliss=-1.76, Synergy_Loewe=-17.6, Synergy_HSA=0.592. Cell line: OVCAR-5. Drug 1: CC12CCC3C(C1CCC2=O)CC(=C)C4=CC(=O)C=CC34C. (3) Drug 1: CC1C(C(=O)NC(C(=O)N2CCCC2C(=O)N(CC(=O)N(C(C(=O)O1)C(C)C)C)C)C(C)C)NC(=O)C3=C4C(=C(C=C3)C)OC5=C(C(=O)C(=C(C5=N4)C(=O)NC6C(OC(=O)C(N(C(=O)CN(C(=O)C7CCCN7C(=O)C(NC6=O)C(C)C)C)C)C(C)C)C)N)C. Drug 2: CN1C2=C(C=C(C=C2)N(CCCl)CCCl)N=C1CCCC(=O)O.Cl. Cell line: OVCAR-4. Synergy scores: CSS=2.44, Synergy_ZIP=-0.226, Synergy_Bliss=1.51, Synergy_Loewe=3.69, Synergy_HSA=1.46. (4) Cell line: SW-620. Drug 2: CCC1(CC2CC(C3=C(CCN(C2)C1)C4=CC=CC=C4N3)(C5=C(C=C6C(=C5)C78CCN9C7C(C=CC9)(C(C(C8N6C=O)(C(=O)OC)O)OC(=O)C)CC)OC)C(=O)OC)O.OS(=O)(=O)O. Synergy scores: CSS=49.8, Synergy_ZIP=-3.80, Synergy_Bliss=-3.95, Synergy_Loewe=-10.9, Synergy_HSA=-1.37. Drug 1: CN(CC1=CN=C2C(=N1)C(=NC(=N2)N)N)C3=CC=C(C=C3)C(=O)NC(CCC(=O)O)C(=O)O.